This data is from Rat liver microsome stability data. The task is: Regression/Classification. Given a drug SMILES string, predict its absorption, distribution, metabolism, or excretion properties. Task type varies by dataset: regression for continuous measurements (e.g., permeability, clearance, half-life) or binary classification for categorical outcomes (e.g., BBB penetration, CYP inhibition). Dataset: rlm. (1) The molecule is CSc1ccccc1N1CCN(CCCCCC(=O)NC2CCCc3ccccc32)CC1. The result is 1 (stable in rat liver microsomes). (2) The compound is [2H]C([2H])([2H])C(c1ccccc1-c1ncc(C)c(NCc2ccc(-n3ccnn3)cc2)n1)C([2H])([2H])[2H]. The result is 1 (stable in rat liver microsomes). (3) The molecule is COc1cc2c(Oc3ccc(-c4cnc(Nc5ccc(F)cc5)n(C)c4=O)cc3F)ccnc2cc1OCCCN1CCOCC1. The result is 0 (unstable in rat liver microsomes). (4) The drug is Cc1c(Nc2c(C#N)cncc2C=Cc2cccc(S(=O)(=O)N3CCCCC3)c2)ccc2[nH]ccc12. The result is 1 (stable in rat liver microsomes). (5) The molecule is Cc1ncc(C(=O)Nc2ccc(-c3ccsc3)cn2)cn1. The result is 1 (stable in rat liver microsomes). (6) The compound is COc1ccc(OC)c(Nc2c3c(nc4ccccc24)CCC3)c1. The result is 1 (stable in rat liver microsomes). (7) The molecule is O=CNCC(=O)N1C[C@H](NC(=O)c2ccccc2)C[C@H]1C(=O)O. The result is 0 (unstable in rat liver microsomes).